Dataset: Catalyst prediction with 721,799 reactions and 888 catalyst types from USPTO. Task: Predict which catalyst facilitates the given reaction. (1) Reactant: [CH3:1][O:2][C:3]1[CH:4]=[C:5]([CH:13]=[CH:14][CH:15]=1)/[CH:6]=[C:7](\[CH2:11][CH3:12])/[C:8]([OH:10])=O.[Cl:16][C:17]1[CH:23]=[CH:22][C:20]([NH2:21])=[CH:19][C:18]=1[C:24]([F:27])([F:26])[F:25].CCN=C=NCCCN(C)C. The catalyst class is: 79. Product: [Cl:16][C:17]1[CH:23]=[CH:22][C:20]([NH:21][C:8](=[O:10])/[C:7](=[CH:6]/[C:5]2[CH:13]=[CH:14][CH:15]=[C:3]([O:2][CH3:1])[CH:4]=2)/[CH2:11][CH3:12])=[CH:19][C:18]=1[C:24]([F:25])([F:26])[F:27]. (2) The catalyst class is: 88. Reactant: Cl[C:2]1[CH:7]=[C:6]([Cl:8])[N:5]=[C:4]([O:9][CH3:10])[N:3]=1.[F:11][C:12]([F:21])([C:15]1[CH:20]=[CH:19][CH:18]=[CH:17][CH:16]=1)[CH2:13][NH2:14].C([O-])(O)=O.[Na+]. Product: [Cl:8][C:6]1[N:5]=[C:4]([O:9][CH3:10])[N:3]=[C:2]([NH:14][CH2:13][C:12]([F:11])([F:21])[C:15]2[CH:20]=[CH:19][CH:18]=[CH:17][CH:16]=2)[CH:7]=1. (3) Reactant: [Br:1][C:2]1[CH:7]=[CH:6][C:5]([C:8]2([C:14]([O:16][CH3:17])=[O:15])[CH2:10][CH:9]2[CH2:11][NH:12][CH3:13])=[CH:4][CH:3]=1.[C:18]([OH:25])(=[O:24])/[CH:19]=[CH:20]/[C:21]([OH:23])=[O:22]. Product: [C:18]([OH:25])(=[O:24])/[CH:19]=[CH:20]/[C:21]([OH:23])=[O:22].[Br:1][C:2]1[CH:3]=[CH:4][C:5]([C:8]2([C:14]([O:16][CH3:17])=[O:15])[CH2:10][CH:9]2[CH2:11][NH:12][CH3:13])=[CH:6][CH:7]=1. The catalyst class is: 32. (4) Reactant: [CH3:1][O:2][CH2:3][C@@:4]12[CH2:16][CH2:15][CH2:14][N:5]1[C@@H](C(Cl)(Cl)Cl)[O:7][C:8]2=O.[NH3:17]. Product: [CH3:1][O:2][CH2:3][C@@:4]1([C:8]([NH2:17])=[O:7])[CH2:16][CH2:15][CH2:14][NH:5]1. The catalyst class is: 5. (5) Product: [C:1]([O:4][C@H:5]1[CH2:22][CH2:21][C@@:20]2([CH3:23])[C@@H:7]([CH2:8][CH2:9][C@:10]3([CH3:34])[C@@H:19]2[CH2:18][CH2:17][C@H:16]2[C@@:11]3([CH3:33])[CH2:12][CH2:13][C@@:14]3([C:30]([Cl:40])=[O:31])[CH2:26][CH2:25][C@@H:24]([C:27]([CH3:29])=[CH2:28])[C@@H:15]32)[C:6]1([CH3:36])[CH3:35])(=[O:3])[CH3:2]. The catalyst class is: 4. Reactant: [C:1]([O:4][C@H:5]1[CH2:22][CH2:21][C@@:20]2([CH3:23])[C@@H:7]([CH2:8][CH2:9][C@:10]3([CH3:34])[C@@H:19]2[CH2:18][CH2:17][C@H:16]2[C@@:11]3([CH3:33])[CH2:12][CH2:13][C@@:14]3([C:30](O)=[O:31])[CH2:26][CH2:25][C@@H:24]([C:27]([CH3:29])=[CH2:28])[C@@H:15]32)[C:6]1([CH3:36])[CH3:35])(=[O:3])[CH3:2].C(Cl)(=O)C([Cl:40])=O. (6) Reactant: C[O:2][CH:3](OC)[C:4]1[CH:5]=[CH:6][C:7]([F:19])=[C:8]([C:10]([C:12]2[CH:17]=[CH:16][CH:15]=[C:14]([F:18])[CH:13]=2)=[O:11])[CH:9]=1.Cl.C(=O)([O-])O.[Na+]. Product: [F:19][C:7]1[CH:6]=[CH:5][C:4]([CH:3]=[O:2])=[CH:9][C:8]=1[C:10](=[O:11])[C:12]1[CH:17]=[CH:16][CH:15]=[C:14]([F:18])[CH:13]=1. The catalyst class is: 7.